Dataset: Forward reaction prediction with 1.9M reactions from USPTO patents (1976-2016). Task: Predict the product of the given reaction. (1) Given the reactants [C:1]([O:5][C:6]([N:8]1[CH2:13][CH2:12][N:11]([C:14](=[O:41])[C@@H:15]([NH2:40])[CH2:16][CH2:17][CH2:18][NH:19]/[C:20](/[NH2:39])=[N:21]/[S:22]([C:25]2[C:26]([CH3:38])=[C:27]([CH3:37])[C:28]3[O:32][C:31]([CH3:34])([CH3:33])[CH2:30][C:29]=3[C:35]=2[CH3:36])(=[O:24])=[O:23])[CH2:10][CH2:9]1)=[O:7])([CH3:4])([CH3:3])[CH3:2].[OH-].[Na+].[CH:44]1[C:53]2[C:48](=[CH:49][CH:50]=[CH:51][CH:52]=2)[CH:47]=[CH:46][C:45]=1[S:54](Cl)(=[O:56])=[O:55], predict the reaction product. The product is: [C:1]([O:5][C:6]([N:8]1[CH2:13][CH2:12][N:11]([C:14](=[O:41])[C@@H:15]([NH:40][S:54]([C:45]2[CH:46]=[CH:47][C:48]3[C:53](=[CH:52][CH:51]=[CH:50][CH:49]=3)[CH:44]=2)(=[O:56])=[O:55])[CH2:16][CH2:17][CH2:18][NH:19]/[C:20](/[NH2:39])=[N:21]/[S:22]([C:25]2[C:26]([CH3:38])=[C:27]([CH3:37])[C:28]3[O:32][C:31]([CH3:33])([CH3:34])[CH2:30][C:29]=3[C:35]=2[CH3:36])(=[O:23])=[O:24])[CH2:10][CH2:9]1)=[O:7])([CH3:4])([CH3:2])[CH3:3]. (2) The product is: [CH3:27][C:28]1[NH:9][C:7](=[O:8])[C:6]2[S:5][C:4]([N:10]3[CH2:11][CH2:12][CH:13]([O:16][C:17]4[CH:22]=[CH:21][CH:20]=[CH:19][C:18]=4[C:23]([F:26])([F:25])[F:24])[CH2:14][CH2:15]3)=[N:3][C:2]=2[N:1]=1. Given the reactants [NH2:1][C:2]1[N:3]=[C:4]([N:10]2[CH2:15][CH2:14][CH:13]([O:16][C:17]3[CH:22]=[CH:21][CH:20]=[CH:19][C:18]=3[C:23]([F:26])([F:25])[F:24])[CH2:12][CH2:11]2)[S:5][C:6]=1[C:7]([NH2:9])=[O:8].[C:27](Cl)(=O)[CH3:28], predict the reaction product. (3) The product is: [Br:17][CH2:1][C:2]1[S:3][C:4]([C:7]2[CH:12]=[CH:11][CH:10]=[CH:9][C:8]=2[C:13]([F:16])([F:14])[F:15])=[N:5][N:6]=1. Given the reactants [CH3:1][C:2]1[S:3][C:4]([C:7]2[CH:12]=[CH:11][CH:10]=[CH:9][C:8]=2[C:13]([F:16])([F:15])[F:14])=[N:5][N:6]=1.[Br:17]N1C(=O)CCC1=O.ClCCl, predict the reaction product. (4) Given the reactants [N:1]1([CH2:6][C:7]([OH:9])=O)[CH:5]=[CH:4][N:3]=[CH:2]1.[N+:10]([C:13]1[CH:18]=[C:17]([NH2:19])[CH:16]=[CH:15][C:14]=1[NH2:20])([O-:12])=[O:11].C(OP(ON1C(=O)C2C=CC=CC=2N=N1)(OCC)=O)C.C(N(CC)CC)C, predict the reaction product. The product is: [NH2:20][C:14]1[CH:15]=[CH:16][C:17]([NH:19][C:7](=[O:9])[CH2:6][N:1]2[CH:5]=[CH:4][N:3]=[CH:2]2)=[CH:18][C:13]=1[N+:10]([O-:12])=[O:11]. (5) Given the reactants [C:1]([C:3]1(O)[N:12]=[CH:11][C:10]2[N:9]=[CH:8][CH:7]=[CH:6][C:5]=2[CH2:4]1)#[N:2].N1C(C)=CC=CC=1C.[F:22][C:23]([F:36])([F:35])[S:24]([O:27]S(C(F)(F)F)(=O)=O)(=[O:26])=[O:25].[Cl-].[NH4+], predict the reaction product. The product is: [F:22][C:23]([F:36])([F:35])[S:24]([O:27][C:6]1[C:5]2[C:10](=[CH:11][N:12]=[C:3]([C:1]#[N:2])[CH:4]=2)[N:9]=[CH:8][CH:7]=1)(=[O:26])=[O:25]. (6) Given the reactants [C:1]1([C:7]([CH:9]2[CH2:14][CH2:13][CH2:12][CH2:11][CH2:10]2)=O)[CH:6]=[CH:5][CH:4]=[CH:3][CH:2]=1.[Li][CH2:16]CCC.O, predict the reaction product. The product is: [CH:9]1([C:7]([C:1]2[CH:2]=[CH:3][CH:4]=[CH:5][CH:6]=2)=[CH2:16])[CH2:10][CH2:11][CH2:12][CH2:13][CH2:14]1. (7) Given the reactants [N+:1]([C:4]1[CH:9]=[CH:8][C:7]([F:10])=[CH:6][C:5]=1[OH:11])([O-:3])=[O:2].C1(P(C2C=CC=CC=2)C2C=CC=CC=2)C=CC=CC=1.O[CH2:32][C:33]1[CH:34]=[N:35][CH:36]=[CH:37][CH:38]=1.N(C(OC(C)C)=O)=NC(OC(C)C)=O, predict the reaction product. The product is: [F:10][C:7]1[CH:8]=[CH:9][C:4]([N+:1]([O-:3])=[O:2])=[C:5]([CH:6]=1)[O:11][CH2:32][C:33]1[CH:34]=[N:35][CH:36]=[CH:37][CH:38]=1. (8) Given the reactants [CH:1]1([CH2:5][N:6]([CH:30]2[CH2:35][CH2:34][O:33][CH2:32][CH2:31]2)[C:7]2[C:8]([O:28][CH3:29])=[N:9][N:10]3[C:14]([C:15]4[C:20]([O:21][CH3:22])=[CH:19][C:18]([CH2:23][O:24][CH3:25])=[CH:17][C:16]=4[O:26][CH3:27])=[CH:13][S:12][C:11]=23)[CH2:4][CH2:3][CH2:2]1.C(O)C.[S:39](=[O:43])(=[O:42])([OH:41])[OH:40], predict the reaction product. The product is: [S:39]([OH:43])([OH:42])(=[O:41])=[O:40].[CH:1]1([CH2:5][N:6]([CH:30]2[CH2:31][CH2:32][O:33][CH2:34][CH2:35]2)[C:7]2[C:8]([O:28][CH3:29])=[N:9][N:10]3[C:14]([C:15]4[C:20]([O:21][CH3:22])=[CH:19][C:18]([CH2:23][O:24][CH3:25])=[CH:17][C:16]=4[O:26][CH3:27])=[CH:13][S:12][C:11]=23)[CH2:4][CH2:3][CH2:2]1. (9) Given the reactants [Cl:1][C:2]1[N:10]=[C:9]([Cl:11])[CH:8]=[CH:7][C:3]=1[C:4]([OH:6])=O.C1COCC1.[NH2:17][CH2:18][C:19]1[CH:20]=[N:21][CH:22]=[CH:23][CH:24]=1.CCN(C(C)C)C(C)C, predict the reaction product. The product is: [Cl:1][C:2]1[N:10]=[C:9]([Cl:11])[CH:8]=[CH:7][C:3]=1[C:4]([NH:17][CH2:18][C:19]1[CH:20]=[N:21][CH:22]=[CH:23][CH:24]=1)=[O:6]. (10) Given the reactants O[CH2:2][CH2:3][O:4][C@H:5]1[CH2:10][CH2:9][C@H:8]([N:11]2[C:16](=[O:17])[C:15]([CH2:18][C:19]3[CH:24]=[CH:23][C:22]([C:25]4[C:26]([C:31]#[N:32])=[CH:27][CH:28]=[CH:29][CH:30]=4)=[CH:21][CH:20]=3)=[C:14]([CH2:33][CH2:34][CH3:35])[N:13]3[N:36]=[CH:37][N:38]=[C:12]23)[CH2:7][CH2:6]1.C1(C)C=C[C:42]([S:45](Cl)(=O)=O)=CC=1.C(N(CC)CC)C, predict the reaction product. The product is: [CH3:42][S:45][CH2:2][CH2:3][O:4][C@H:5]1[CH2:10][CH2:9][C@H:8]([N:11]2[C:16](=[O:17])[C:15]([CH2:18][C:19]3[CH:24]=[CH:23][C:22]([C:25]4[C:26]([C:31]#[N:32])=[CH:27][CH:28]=[CH:29][CH:30]=4)=[CH:21][CH:20]=3)=[C:14]([CH2:33][CH2:34][CH3:35])[N:13]3[N:36]=[CH:37][N:38]=[C:12]23)[CH2:7][CH2:6]1.